Binary Classification. Given a drug SMILES string, predict its activity (active/inactive) in a high-throughput screening assay against a specified biological target. From a dataset of Orexin1 receptor HTS with 218,158 compounds and 233 confirmed actives. (1) The molecule is Brc1c(n(nc1C)CC)C(Sc1c(Cl)cccc1)=O. The result is 0 (inactive). (2) The molecule is S1(=O)(=O)CC(N(CC)C(=O)C(N2C(=O)C(/SC2=S)=C/c2occc2)C)CC1. The result is 0 (inactive). (3) The molecule is S(=O)(=O)(NCc1ccccc1)c1ccc(c2nc(on2)C2CCCN(C2)C(=O)c2occc2)cc1. The result is 1 (active). (4) The molecule is Fc1c(CNC(=O)CCNC(=O)c2cc(ccc2)C)cccc1. The result is 0 (inactive). (5) The drug is Brc1c(nn(CC)c1)C(=O)Nc1ccc(cc1)C(OCC)=O. The result is 0 (inactive). (6) The compound is o1c(C(=O)N2CCN(CC2)C(OCC)=O)c(c2c(c1=O)cccc2)c1ccc(cc1)C. The result is 0 (inactive). (7) The compound is s1c(NC(c2c3c([nH]c2C)cccc3)c2ccncc2)ncc1. The result is 0 (inactive). (8) The compound is Brc1ccc(c2oc(C(=O)Nc3c4c(nccc4)ccc3)cc2)cc1. The result is 0 (inactive). (9) The molecule is O=C(NCCC=1CCCCC1)CN1C(=O)c2c(C1=O)ccc([N+]([O-])=O)c2. The result is 0 (inactive).